Binary Classification. Given a drug SMILES string, predict its activity (active/inactive) in a high-throughput screening assay against a specified biological target. From a dataset of HIV replication inhibition screening data with 41,000+ compounds from the AIDS Antiviral Screen. (1) The result is 0 (inactive). The molecule is O=C(Cc1csc2[n+]1C(=O)C(=Cc1cccc([N+](=O)[O-])c1)S2)Nc1ccccc1.[Br-]. (2) The compound is Cc1cn(C2CC(N=[N+]=[N-])C(COP(=O)(OCC(=O)c3ccccc3)OCC(=O)c3ccccc3)O2)c(=O)[nH]c1=O. The result is 1 (active). (3) The drug is CCC(CCN)(CCN)[N+](=O)[O-].Cl. The result is 0 (inactive). (4) The compound is CC(=O)NNc1nc(C)c(C(C=Cc2ccc(Cl)cc2)=NNS(=O)(=O)c2ccc(C)cc2)s1. The result is 0 (inactive). (5) The drug is CCCCC1C(=O)N2C=C(c3ccccc3)c3ccccc3N2C1=O. The result is 0 (inactive). (6) The drug is O=c1c2c3c(sc2nc2n1NC=NN2)CCCC3. The result is 0 (inactive). (7) The compound is CC(C1=CC=C2C3CCC4CC(N(C)C)CCC4(C)C3CCC21C)N(C)C=O. The result is 0 (inactive).